From a dataset of Forward reaction prediction with 1.9M reactions from USPTO patents (1976-2016). Predict the product of the given reaction. (1) Given the reactants C(OC(N1CCC2C3C=CC=CC=3N(CCO)C=2CC1)=O)(C)(C)C.[C:25]1([S:31][CH2:32][CH2:33][N:34]2[C:42]3[CH:41]=[CH:40][CH:39]=[CH:38][C:37]=3[C:36]3[CH2:43][CH2:44][N:45]([C:48]([O:50][C:51]([CH3:54])([CH3:53])[CH3:52])=[O:49])[CH2:46][CH2:47][C:35]2=3)[CH:30]=[CH:29][CH:28]=[CH:27][CH:26]=1.CS(Cl)(=O)=O.C1(S)C=CC=CC=1.[OH-].[K+], predict the reaction product. The product is: [C:25]1([S:31][CH2:32][CH2:33][N:34]2[C:42]3[CH:41]=[CH:40][CH:39]=[CH:38][C:37]=3[C:36]3[CH2:43][CH2:44][N:45]([C:48]([O:50][C:51]([CH3:54])([CH3:53])[CH3:52])=[O:49])[CH2:46][CH2:47][C:35]2=3)[CH:30]=[CH:29][CH:28]=[CH:27][CH:26]=1. (2) Given the reactants CN(C=[C:5]1[CH2:11][CH2:10][CH2:9][C:8]2[C:12]([F:28])=[C:13]([N:17]3[CH2:21][C@H:20]([CH2:22][NH:23][C:24](=[O:26])[CH3:25])[O:19][C:18]3=[O:27])[CH:14]=[C:15](F)[C:7]=2[C:6]1=[O:29])C.O.NN, predict the reaction product. The product is: [F:28][C:12]1[C:13]([N:17]2[CH2:21][C@H:20]([CH2:22][NH:23][C:24](=[O:26])[CH3:25])[O:19][C:18]2=[O:27])=[CH:14][C:15]2[CH2:9][CH2:10][CH2:11][CH2:5][C:6](=[O:29])[C:7]=2[CH:8]=1. (3) Given the reactants C[O:2][C:3]([CH:5]1[CH2:9][CH:8]([N:10]2[N:14]=[N:13][C:12]([C:15]3[CH:20]=[CH:19][C:18]([F:21])=[CH:17][C:16]=3[F:22])=[N:11]2)[CH2:7][N:6]1[C:23]([O:25][C:26]([CH3:29])([CH3:28])[CH3:27])=[O:24])=[O:4].[Li+].[OH-], predict the reaction product. The product is: [C:26]([O:25][C:23]([N:6]1[CH2:7][C@@H:8]([N:10]2[N:14]=[N:13][C:12]([C:15]3[CH:20]=[CH:19][C:18]([F:21])=[CH:17][C:16]=3[F:22])=[N:11]2)[CH2:9][C@H:5]1[C:3]([OH:4])=[O:2])=[O:24])([CH3:29])([CH3:27])[CH3:28]. (4) Given the reactants [NH2:1][C:2]1[CH:7]=[CH:6][C:5](B2OC(C)(C)C(C)(C)O2)=[CH:4][N:3]=1.Br[C:18]1[CH:19]=[CH:20][C:21]([NH2:24])=[N:22][CH:23]=1.C(=O)([O-])[O-].[Na+].[Na+], predict the reaction product. The product is: [N:22]1[C:21]([NH2:24])=[CH:20][CH:19]=[C:18]([C:5]2[CH:4]=[N:3][C:2]([NH2:1])=[CH:7][CH:6]=2)[CH:23]=1.